Dataset: Catalyst prediction with 721,799 reactions and 888 catalyst types from USPTO. Task: Predict which catalyst facilitates the given reaction. (1) Reactant: CS([O:5][CH:6]1[CH2:11][CH2:10][N:9]([C:12]([O:14][C:15]([CH3:18])([CH3:17])[CH3:16])=[O:13])[CH2:8][CH2:7]1)(=O)=O.[F:19][C:20]([F:30])([F:29])[O:21][C:22]1[CH:27]=[CH:26][CH:25]=[CH:24][C:23]=1O.[OH-].[Na+]. Product: [F:19][C:20]([F:29])([F:30])[O:21][C:22]1[CH:27]=[CH:26][C:25]([O:5][CH:6]2[CH2:11][CH2:10][N:9]([C:12]([O:14][C:15]([CH3:18])([CH3:17])[CH3:16])=[O:13])[CH2:8][CH2:7]2)=[CH:24][CH:23]=1. The catalyst class is: 226. (2) Reactant: [NH2:1][CH2:2][CH:3]([CH2:7][CH:8]([CH3:10])[CH3:9])[C:4]([OH:6])=[O:5].OS(O)(=O)=O.[CH3:16][C:17]([CH3:19])=[CH2:18].[OH-].[Na+]. Product: [NH2:1][CH2:2][CH:3]([CH2:7][CH:8]([CH3:10])[CH3:9])[C:4]([O:6][C:17]([CH3:19])([CH3:18])[CH3:16])=[O:5]. The catalyst class is: 440. (3) Reactant: [NH2:1][C:2]1[N:7]=[C:6]([N:8]2[CH2:17][CH2:16][C:15]3[C:10](=[CH:11][C:12]([N:18]4[CH2:23][CH2:22][CH:21]([C:24]5[CH:32]=[CH:31][C:27]([C:28]([OH:30])=O)=[CH:26][CH:25]=5)[CH2:20][CH2:19]4)=[CH:13][CH:14]=3)[CH2:9]2)[CH:5]=[C:4]([N:33]2[CH2:38][CH2:37][N:36]([CH3:39])[CH2:35][CH2:34]2)[N:3]=1.[CH3:40][NH2:41]. Product: [NH2:1][C:2]1[N:7]=[C:6]([N:8]2[CH2:17][CH2:16][C:15]3[C:10](=[CH:11][C:12]([N:18]4[CH2:23][CH2:22][CH:21]([C:24]5[CH:25]=[CH:26][C:27]([C:28]([NH:41][CH3:40])=[O:30])=[CH:31][CH:32]=5)[CH2:20][CH2:19]4)=[CH:13][CH:14]=3)[CH2:9]2)[CH:5]=[C:4]([N:33]2[CH2:38][CH2:37][N:36]([CH3:39])[CH2:35][CH2:34]2)[N:3]=1. The catalyst class is: 1.